From a dataset of Catalyst prediction with 721,799 reactions and 888 catalyst types from USPTO. Predict which catalyst facilitates the given reaction. (1) Reactant: [C:1]1([CH3:15])[CH:6]=[CH:5][C:4]([C:7]2[C:11](C(O)=O)=[CH:10][O:9][N:8]=2)=[CH:3][CH:2]=1.[Cl:16][C:17]1[CH:22]=[CH:21][CH:20]=[CH:19][C:18]=1[CH:23]([OH:25])[CH3:24].C1(P(N=[N+]=[N-])(C2C=CC=CC=2)=O)C=CC=CC=1.C([N:45]([CH2:48]C)CC)C.C(=O)([O-])[OH:51].[Na+]. Product: [C:1]1([CH3:15])[CH:2]=[CH:3][C:4]([C:7]2[C:11]([NH:45][C:48](=[O:51])[O:25][CH:23]([C:18]3[CH:19]=[CH:20][CH:21]=[CH:22][C:17]=3[Cl:16])[CH3:24])=[CH:10][O:9][N:8]=2)=[CH:5][CH:6]=1. The catalyst class is: 11. (2) Reactant: [CH2:1]([N:3](CC)CC)C.[CH2:8]1[CH2:12]OC[CH2:9]1.[CH2:13]([C:17]1[CH:22]=[CH:21][C:20]([C:23]2[O:27][N:26]=[C:25]([C:28]3[CH:35]=[CH:34][C:31](C=O)=[CH:30][CH:29]=3)[N:24]=2)=[CH:19][CH:18]=1)[CH:14]([CH3:16])[CH3:15].C(O[BH-]([O:45][C:46](=[O:48])[CH3:47])OC(=O)C)(=O)C.[Na+].[C:50](O)(=O)C.[CH2:54]1[CH2:58]OC[CH2:55]1. Product: [C:54]([O:45][C:46]([C@H:47]1[CH2:12][C@@H:8]([NH:3][CH2:1][C:31]2[CH:34]=[CH:35][C:28]([C:25]3[N:24]=[C:23]([C:20]4[CH:19]=[CH:18][C:17]([CH2:13][CH:14]([CH3:15])[CH3:16])=[CH:22][CH:21]=4)[O:27][N:26]=3)=[CH:29][CH:30]=2)[CH2:9]1)=[O:48])([CH3:55])([CH3:58])[CH3:50]. The catalyst class is: 5.